From a dataset of Peptide-MHC class II binding affinity with 134,281 pairs from IEDB. Regression. Given a peptide amino acid sequence and an MHC pseudo amino acid sequence, predict their binding affinity value. This is MHC class II binding data. (1) The MHC is HLA-DQA10102-DQB10602 with pseudo-sequence HLA-DQA10102-DQB10602. The binding affinity (normalized) is 0.839. The peptide sequence is AAATAGTTVYGAFAN. (2) The peptide sequence is ALTGAMRVTKDTNDN. The MHC is DRB1_0404 with pseudo-sequence DRB1_0404. The binding affinity (normalized) is 0.332.